Dataset: Full USPTO retrosynthesis dataset with 1.9M reactions from patents (1976-2016). Task: Predict the reactants needed to synthesize the given product. (1) Given the product [Cl:1][C:2]1[CH:3]=[CH:4][C:5]2[O:17][CH2:19][O:16][C:10]3[CH:11]=[CH:12][C:13]([Cl:15])=[CH:14][C:9]=3[CH2:8][C:6]=2[CH:7]=1, predict the reactants needed to synthesize it. The reactants are: [Cl:1][C:2]1[CH:3]=[CH:4][C:5]([OH:17])=[C:6]([CH2:8][C:9]2[CH:14]=[C:13]([Cl:15])[CH:12]=[CH:11][C:10]=2[OH:16])[CH:7]=1.I[CH2:19]I.C(=O)([O-])[O-].[K+].[K+]. (2) Given the product [N:5]1[CH:6]=[CH:7][C:2]([NH:1][C:15](=[O:16])[O:17][CH2:18][C:19]([Cl:22])([Cl:21])[Cl:20])=[CH:3][CH:4]=1, predict the reactants needed to synthesize it. The reactants are: [NH2:1][C:2]1[CH:7]=[CH:6][N:5]=[CH:4][CH:3]=1.N1C=CC=CC=1.Cl[C:15]([O:17][CH2:18][C:19]([Cl:22])([Cl:21])[Cl:20])=[O:16].O. (3) The reactants are: C(OC([N:8](C(OC(C)(C)C)=O)[C:9](=[O:38])[C:10]1[CH:15]=[C:14]([N:16]2[CH2:20][CH2:19][CH2:18][C:17]2=[O:21])[CH:13]=[CH:12][C:11]=1[C:22]([N:24]1[CH2:29][CH2:28][N:27]([C:30]2[C:35]([CH3:36])=[CH:34][C:33]([CH3:37])=[CH:32][N:31]=2)[CH2:26][CH2:25]1)=[O:23])=O)(C)(C)C.[CH:46]1(N)[CH2:50][CH2:49][CH2:48][CH2:47]1. Given the product [CH:46]1([NH:8][C:9](=[O:38])[C:10]2[CH:15]=[C:14]([N:16]3[CH2:20][CH2:19][CH2:18][C:17]3=[O:21])[CH:13]=[CH:12][C:11]=2[C:22]([N:24]2[CH2:29][CH2:28][N:27]([C:30]3[C:35]([CH3:36])=[CH:34][C:33]([CH3:37])=[CH:32][N:31]=3)[CH2:26][CH2:25]2)=[O:23])[CH2:50][CH2:49][CH2:48][CH2:47]1, predict the reactants needed to synthesize it. (4) The reactants are: S(=O)(=O)(O)O.[Cl:6][C:7]1[CH:8]=[C:9]([OH:16])[C:10](=[CH:14][CH:15]=1)[C:11]([OH:13])=[O:12].[CH3:17]O. Given the product [Cl:6][C:7]1[CH:8]=[C:9]([OH:16])[C:10](=[CH:14][CH:15]=1)[C:11]([O:13][CH3:17])=[O:12], predict the reactants needed to synthesize it. (5) Given the product [CH3:1][C@@:2]1([CH2:8][CH2:9][C:10]2[O:11][CH:12]=[CH:13][CH:14]=2)[CH2:6][O:5][C:4](=[O:7])[NH:3]1, predict the reactants needed to synthesize it. The reactants are: [CH3:1][C@@:2]1([CH:8]=[CH:9][C:10]2[O:11][CH:12]=[CH:13][CH:14]=2)[CH2:6][O:5][C:4](=[O:7])[NH:3]1.